From a dataset of Full USPTO retrosynthesis dataset with 1.9M reactions from patents (1976-2016). Predict the reactants needed to synthesize the given product. Given the product [CH2:1]([N:8]1[CH2:13][CH2:12][N:11]([C:14]([C:16]2[N:17]=[CH:18][N:19]([C@H:27]3[CH2:32][CH2:31][CH2:30][CH2:29][C@@H:28]3[NH2:33])[C:20]=2[C:21]2[CH:22]=[CH:23][CH:24]=[CH:25][CH:26]=2)=[O:15])[C@H:10]([CH2:41][C:42]2[CH:47]=[C:46]([F:48])[CH:45]=[C:44]([F:49])[CH:43]=2)[CH2:9]1)[C:2]1[CH:7]=[CH:6][CH:5]=[CH:4][CH:3]=1, predict the reactants needed to synthesize it. The reactants are: [CH2:1]([N:8]1[CH2:13][CH2:12][N:11]([C:14]([C:16]2[N:17]=[CH:18][N:19]([C@H:27]3[CH2:32][CH2:31][CH2:30][CH2:29][C@@H:28]3[NH:33]C(=O)OC(C)(C)C)[C:20]=2[C:21]2[CH:26]=[CH:25][CH:24]=[CH:23][CH:22]=2)=[O:15])[C@H:10]([CH2:41][C:42]2[CH:47]=[C:46]([F:48])[CH:45]=[C:44]([F:49])[CH:43]=2)[CH2:9]1)[C:2]1[CH:7]=[CH:6][CH:5]=[CH:4][CH:3]=1.C(OCC)(=O)C.Cl.